This data is from Forward reaction prediction with 1.9M reactions from USPTO patents (1976-2016). The task is: Predict the product of the given reaction. (1) Given the reactants [CH2:1]([NH2:5])[CH2:2][CH2:3][CH3:4].[Cl:6][C:7]1[CH:8]=[CH:9][C:10]2[S:16][C:15]3[CH:17]=[CH:18][C:19]([C:21](Cl)=[O:22])=[CH:20][C:14]=3[N:13]=[C:12]([Cl:24])[C:11]=2[CH:25]=1, predict the reaction product. The product is: [CH2:1]([NH:5][C:21]([C:19]1[CH:18]=[CH:17][C:15]2[S:16][C:10]3[CH:9]=[CH:8][C:7]([Cl:6])=[CH:25][C:11]=3[C:12]([Cl:24])=[N:13][C:14]=2[CH:20]=1)=[O:22])[CH2:2][CH2:3][CH3:4]. (2) Given the reactants [CH2:1]([O:8][C:9]([C:11]1[O:12][C:13]([CH:16]=[O:17])=[CH:14][CH:15]=1)=[O:10])[C:2]1[CH:7]=[CH:6][CH:5]=[CH:4][CH:3]=1.[CH2:18]([Mg]Br)[CH:19]=[CH2:20].Cl, predict the reaction product. The product is: [CH2:1]([O:8][C:9]([C:11]1[O:12][C:13]([CH:16]([OH:17])[C:19]([CH3:20])=[CH2:18])=[CH:14][CH:15]=1)=[O:10])[C:2]1[CH:7]=[CH:6][CH:5]=[CH:4][CH:3]=1.